This data is from Forward reaction prediction with 1.9M reactions from USPTO patents (1976-2016). The task is: Predict the product of the given reaction. (1) Given the reactants [CH:1]1([CH:7]([NH:19][C:20]2[CH:28]=[CH:27][C:23](C(O)=O)=[CH:22][CH:21]=2)[C:8]2[O:9][C:10]3[CH:17]=[CH:16][C:15]([F:18])=[CH:14][C:11]=3[C:12]=2[CH3:13])[CH2:6][CH2:5][CH2:4][CH2:3][CH2:2]1.CNC[CH2:32][C:33]([O:35][CH2:36][CH3:37])=[O:34].O.ON1C2C=CC=CC=2N=N1.Cl.C(N=C=NCCCN(C)C)C.Cl.[CH3:62][N:63]([CH3:66])[CH:64]=[O:65], predict the reaction product. The product is: [CH:1]1([CH:7]([NH:19][C:20]2[CH:28]=[CH:27][C:23]([C:64]([N:63]([CH3:66])[CH2:62][CH2:32][C:33]([O:35][CH2:36][CH3:37])=[O:34])=[O:65])=[CH:22][CH:21]=2)[C:8]2[O:9][C:10]3[CH:17]=[CH:16][C:15]([F:18])=[CH:14][C:11]=3[C:12]=2[CH3:13])[CH2:2][CH2:3][CH2:4][CH2:5][CH2:6]1. (2) Given the reactants [CH2:1]1N2CCN(CC2)C1.[Cl:9][C:10]1[CH:11]=[C:12]([C:20]2[O:24][N:23]=[C:22]([C:25]3[CH:26]=[CH:27][C:28]([F:41])=[C:29]4[C:33]=3[NH:32][CH:31]=[C:30]4[CH2:34][CH2:35][C:36]([O:38]CC)=[O:37])[N:21]=2)[CH:13]=[CH:14][C:15]=1[O:16][CH:17]([CH3:19])[CH3:18].[OH-].[Na+].Cl, predict the reaction product. The product is: [Cl:9][C:10]1[CH:11]=[C:12]([C:20]2[O:24][N:23]=[C:22]([C:25]3[CH:26]=[CH:27][C:28]([F:41])=[C:29]4[C:33]=3[N:32]([CH3:1])[CH:31]=[C:30]4[CH2:34][CH2:35][C:36]([OH:38])=[O:37])[N:21]=2)[CH:13]=[CH:14][C:15]=1[O:16][CH:17]([CH3:18])[CH3:19]. (3) Given the reactants [CH:1]1(B(O)O)[CH2:3][CH2:2]1.[O-]P([O-])([O-])=O.[K+].[K+].[K+].Br[C:16]1[C:21]([O:22][CH:23]([F:25])[F:24])=[CH:20][CH:19]=[CH:18][N:17]=1.C1(P(C2CCCCC2)C2CCCCC2)CCCCC1, predict the reaction product. The product is: [CH:1]1([C:16]2[C:21]([O:22][CH:23]([F:25])[F:24])=[CH:20][CH:19]=[CH:18][N:17]=2)[CH2:3][CH2:2]1. (4) Given the reactants [OH-].[Na+].[CH3:3][O:4][C:5](=[O:41])[CH2:6][C:7]1[CH:8]=[N:9][CH:10]=[C:11]([C:13]2[CH:18]=[CH:17][C:16]([C:19]([CH2:38][CH3:39])([C:22]3[CH:27]=[CH:26][C:25](/[CH:28]=[CH:29]/[C:30]4([OH:36])[CH2:35][CH2:34][CH2:33][CH2:32][CH2:31]4)=[C:24]([CH3:37])[CH:23]=3)[CH2:20][CH3:21])=[CH:15][C:14]=2[CH3:40])[CH:12]=1.[Cl-].[NH4+].[CH3:44]O, predict the reaction product. The product is: [CH2:3]([O:4][C:5](=[O:41])[CH2:6][C:7]1[CH:8]=[N:9][CH:10]=[C:11]([C:13]2[CH:18]=[CH:17][C:16]([C:19]([CH2:20][CH3:21])([C:22]3[CH:27]=[CH:26][C:25](/[CH:28]=[CH:29]/[C:30]4([OH:36])[CH2:31][CH2:32][CH2:33][CH2:34][CH2:35]4)=[C:24]([CH3:37])[CH:23]=3)[CH2:38][CH3:39])=[CH:15][C:14]=2[CH3:40])[CH:12]=1)[CH3:44].